From a dataset of Catalyst prediction with 721,799 reactions and 888 catalyst types from USPTO. Predict which catalyst facilitates the given reaction. Reactant: [CH3:1][CH:2]([C@H:4]([NH2:23])[C:5]([O:7][CH2:8][CH2:9][O:10][CH2:11][N:12]1[C:16]2[NH:17][C:18]([NH2:22])=[N:19][C:20](=[O:21])[C:15]=2[N:14]=[CH:13]1)=[O:6])[CH3:3].[ClH:24]. Product: [CH3:3][CH:2]([C@H:4]([NH2:23])[C:5]([O:7][CH2:8][CH2:9][O:10][CH2:11][N:12]1[C:16]2[NH:17][C:18]([NH2:22])=[N:19][C:20](=[O:21])[C:15]=2[N:14]=[CH:13]1)=[O:6])[CH3:1].[OH2:6].[OH2:6].[ClH:24]. The catalyst class is: 6.